From a dataset of NCI-60 drug combinations with 297,098 pairs across 59 cell lines. Regression. Given two drug SMILES strings and cell line genomic features, predict the synergy score measuring deviation from expected non-interaction effect. (1) Drug 1: CC(CN1CC(=O)NC(=O)C1)N2CC(=O)NC(=O)C2. Drug 2: CN(C)N=NC1=C(NC=N1)C(=O)N. Cell line: MDA-MB-231. Synergy scores: CSS=17.1, Synergy_ZIP=-2.53, Synergy_Bliss=7.57, Synergy_Loewe=-2.15, Synergy_HSA=4.85. (2) Drug 1: CS(=O)(=O)C1=CC(=C(C=C1)C(=O)NC2=CC(=C(C=C2)Cl)C3=CC=CC=N3)Cl. Drug 2: C1=NC(=NC(=O)N1C2C(C(C(O2)CO)O)O)N. Cell line: U251. Synergy scores: CSS=5.93, Synergy_ZIP=-2.57, Synergy_Bliss=-0.750, Synergy_Loewe=-2.05, Synergy_HSA=-0.922. (3) Drug 1: C1=NC2=C(N=C(N=C2N1C3C(C(C(O3)CO)O)F)Cl)N. Drug 2: CC1=C(N=C(N=C1N)C(CC(=O)N)NCC(C(=O)N)N)C(=O)NC(C(C2=CN=CN2)OC3C(C(C(C(O3)CO)O)O)OC4C(C(C(C(O4)CO)O)OC(=O)N)O)C(=O)NC(C)C(C(C)C(=O)NC(C(C)O)C(=O)NCCC5=NC(=CS5)C6=NC(=CS6)C(=O)NCCC[S+](C)C)O. Cell line: K-562. Synergy scores: CSS=18.7, Synergy_ZIP=-1.69, Synergy_Bliss=0.853, Synergy_Loewe=-11.6, Synergy_HSA=-1.56. (4) Drug 1: C1CCC(CC1)NC(=O)N(CCCl)N=O. Drug 2: CC1C(C(CC(O1)OC2CC(CC3=C2C(=C4C(=C3O)C(=O)C5=C(C4=O)C(=CC=C5)OC)O)(C(=O)CO)O)N)O.Cl. Cell line: MDA-MB-435. Synergy scores: CSS=45.2, Synergy_ZIP=-3.51, Synergy_Bliss=-2.81, Synergy_Loewe=-4.75, Synergy_HSA=-0.331. (5) Drug 1: C1=CC(=CC=C1CC(C(=O)O)N)N(CCCl)CCCl.Cl. Drug 2: CCC(=C(C1=CC=CC=C1)C2=CC=C(C=C2)OCCN(C)C)C3=CC=CC=C3.C(C(=O)O)C(CC(=O)O)(C(=O)O)O. Cell line: A498. Synergy scores: CSS=-0.0910, Synergy_ZIP=-1.18, Synergy_Bliss=-1.94, Synergy_Loewe=-4.70, Synergy_HSA=-4.87. (6) Drug 1: C1=NC(=NC(=O)N1C2C(C(C(O2)CO)O)O)N. Drug 2: CS(=O)(=O)OCCCCOS(=O)(=O)C. Cell line: UACC-257. Synergy scores: CSS=7.33, Synergy_ZIP=-4.97, Synergy_Bliss=-3.40, Synergy_Loewe=-21.0, Synergy_HSA=-3.07. (7) Drug 1: C1=CC(=CC=C1CCC2=CNC3=C2C(=O)NC(=N3)N)C(=O)NC(CCC(=O)O)C(=O)O. Drug 2: C1=C(C(=O)NC(=O)N1)N(CCCl)CCCl. Cell line: EKVX. Synergy scores: CSS=20.1, Synergy_ZIP=-2.34, Synergy_Bliss=2.44, Synergy_Loewe=1.09, Synergy_HSA=0.788. (8) Drug 1: COC1=NC(=NC2=C1N=CN2C3C(C(C(O3)CO)O)O)N. Drug 2: CCCCC(=O)OCC(=O)C1(CC(C2=C(C1)C(=C3C(=C2O)C(=O)C4=C(C3=O)C=CC=C4OC)O)OC5CC(C(C(O5)C)O)NC(=O)C(F)(F)F)O. Cell line: PC-3. Synergy scores: CSS=51.0, Synergy_ZIP=-0.507, Synergy_Bliss=-1.85, Synergy_Loewe=1.41, Synergy_HSA=1.82. (9) Drug 2: C1C(C(OC1N2C=NC(=NC2=O)N)CO)O. Cell line: IGROV1. Synergy scores: CSS=16.5, Synergy_ZIP=-5.18, Synergy_Bliss=4.16, Synergy_Loewe=-0.435, Synergy_HSA=3.44. Drug 1: C1=NC(=NC(=O)N1C2C(C(C(O2)CO)O)O)N. (10) Drug 1: CC1C(C(=O)NC(C(=O)N2CCCC2C(=O)N(CC(=O)N(C(C(=O)O1)C(C)C)C)C)C(C)C)NC(=O)C3=C4C(=C(C=C3)C)OC5=C(C(=O)C(=C(C5=N4)C(=O)NC6C(OC(=O)C(N(C(=O)CN(C(=O)C7CCCN7C(=O)C(NC6=O)C(C)C)C)C)C(C)C)C)N)C. Drug 2: CC1=C2C(C(=O)C3(C(CC4C(C3C(C(C2(C)C)(CC1OC(=O)C(C(C5=CC=CC=C5)NC(=O)OC(C)(C)C)O)O)OC(=O)C6=CC=CC=C6)(CO4)OC(=O)C)O)C)O. Cell line: HT29. Synergy scores: CSS=11.3, Synergy_ZIP=3.91, Synergy_Bliss=10.4, Synergy_Loewe=-8.41, Synergy_HSA=3.55.